This data is from Forward reaction prediction with 1.9M reactions from USPTO patents (1976-2016). The task is: Predict the product of the given reaction. (1) Given the reactants [N+:1]([C:4]1[CH:9]=[CH:8][C:7](/[C:10](/[C:15]2[CH:20]=[CH:19][CH:18]=[CH:17][CH:16]=2)=[CH:11]\[C:12](O)=[O:13])=[CH:6][CH:5]=1)([O-:3])=[O:2].B.C1COCC1.C([O-])(O)=O.[Na+].CCOC(C)=O, predict the reaction product. The product is: [N+:1]([C:4]1[CH:5]=[CH:6][C:7](/[C:10](/[C:15]2[CH:16]=[CH:17][CH:18]=[CH:19][CH:20]=2)=[CH:11]\[CH2:12][OH:13])=[CH:8][CH:9]=1)([O-:3])=[O:2]. (2) Given the reactants C[O-].[Na+].[CH3:4][O:5][CH2:6][CH2:7][CH2:8][NH:9][C:10]([NH2:12])=[S:11].[C:13]([CH2:15][C:16](OCC)=[O:17])#[N:14], predict the reaction product. The product is: [NH2:14][C:13]1[N:9]([CH2:8][CH2:7][CH2:6][O:5][CH3:4])[C:10](=[S:11])[NH:12][C:16](=[O:17])[CH:15]=1. (3) The product is: [CH3:1][O:2][C:3](=[O:16])[CH2:4][N:5]1[C:13]2[C:8](=[CH:9][C:10]([F:14])=[CH:11][CH:12]=2)[C:7]([CH2:18][C:20]2[CH:25]=[CH:24][CH:23]=[CH:22][C:21]=2[S:26]([OH:29])(=[O:28])=[O:27])=[C:6]1[CH3:15]. Given the reactants [CH3:1][O:2][C:3](=[O:16])[CH2:4][N:5]1[C:13]2[C:8](=[CH:9][C:10]([F:14])=[CH:11][CH:12]=2)[CH:7]=[C:6]1[CH3:15].[Na+].[CH:18]([C:20]1[CH:25]=[CH:24][CH:23]=[CH:22][C:21]=1[S:26]([O-:29])(=[O:28])=[O:27])=O.C([SiH](CC)CC)C.FC(F)(F)C(O)=O, predict the reaction product. (4) Given the reactants [F:1][C:2]1[CH:7]=[CH:6][C:5]([C@H:8](O)[CH2:9][N:10]2[CH2:14][CH2:13][CH2:12][CH:11]2[CH3:15])=[CH:4][CH:3]=1.CS(Cl)(=O)=O.C([N:24](CC)CC)C.N, predict the reaction product. The product is: [F:1][C:2]1[CH:7]=[CH:6][C:5]([C@H:8]([NH2:24])[CH2:9][N:10]2[CH2:14][CH2:13][CH2:12][CH:11]2[CH3:15])=[CH:4][CH:3]=1. (5) Given the reactants [Br:1][C:2]1[N:6]=[C:5]([Br:7])[NH:4][N:3]=1.[CH:8]1[C:13]([F:14])=[CH:12][C:11]([F:15])=[C:10]([C:16]([CH2:18]Cl)=[O:17])[CH:9]=1.C(=O)([O-])[O-].[K+].[K+], predict the reaction product. The product is: [Br:1][C:2]1[N:6]=[C:5]([Br:7])[N:4]([CH2:18][C:16]([C:10]2[CH:9]=[CH:8][C:13]([F:14])=[CH:12][C:11]=2[F:15])=[O:17])[N:3]=1. (6) Given the reactants Cl[C:2]1[C:3]([C:16]2[CH:21]=[CH:20][C:19]([F:22])=[CH:18][CH:17]=2)=[N:4][C:5]2[C:10]([N:11]=1)=[CH:9][C:8]([C:12]([O:14][CH3:15])=[O:13])=[CH:7][CH:6]=2.[CH3:23][C:24]1([CH3:30])[CH2:29][CH2:28][CH2:27][NH:26][CH2:25]1.CS(C)=O, predict the reaction product. The product is: [CH3:23][C:24]1([CH3:30])[CH2:29][CH2:28][CH2:27][N:26]([C:2]2[C:3]([C:16]3[CH:21]=[CH:20][C:19]([F:22])=[CH:18][CH:17]=3)=[N:4][C:5]3[C:10]([N:11]=2)=[CH:9][C:8]([C:12]([O:14][CH3:15])=[O:13])=[CH:7][CH:6]=3)[CH2:25]1. (7) The product is: [Cl:30][C:20]1[N:19]=[C:18]2[N:14]([CH:11]3[CH2:12][CH2:13][N:8]([C:38]([O:40][CH3:41])=[O:39])[CH2:9][CH2:10]3)[N:15]=[CH:16][C:17]2=[C:22]([N:23]2[CH2:28][CH2:27][O:26][CH:25]([CH3:29])[CH2:24]2)[N:21]=1. Given the reactants C([N:8]1[CH2:13][CH2:12][CH:11]([N:14]2[C:18]3=[N:19][C:20]([Cl:30])=[N:21][C:22]([N:23]4[CH2:28][CH2:27][O:26][CH:25]([CH3:29])[CH2:24]4)=[C:17]3[CH:16]=[N:15]2)[CH2:10][CH2:9]1)C1C=CC=CC=1.C(=O)([O-])[O-].[K+].[K+].Cl[C:38]([O:40][CH3:41])=[O:39], predict the reaction product. (8) Given the reactants [NH2:1][CH2:2][C:3]1[C:4]([F:20])=[C:5]([O:10][C:11]2[CH:12]=[C:13]([CH:16]=[C:17]([Cl:19])[CH:18]=2)[C:14]#[N:15])[C:6]([Cl:9])=[CH:7][CH:8]=1.CCN(C(C)C)C(C)C.[C:30]1([C:36]2[N:37]=[N:38][S:39][C:40]=2[C:41](O)=[O:42])[CH:35]=[CH:34][CH:33]=[CH:32][CH:31]=1.CN(C(ON1N=NC2C=CC=NC1=2)=[N+](C)C)C.F[P-](F)(F)(F)(F)F, predict the reaction product. The product is: [Cl:9][C:6]1[CH:7]=[CH:8][C:3]([CH2:2][NH:1][C:41]([C:40]2[S:39][N:38]=[N:37][C:36]=2[C:30]2[CH:31]=[CH:32][CH:33]=[CH:34][CH:35]=2)=[O:42])=[C:4]([F:20])[C:5]=1[O:10][C:11]1[CH:12]=[C:13]([C:14]#[N:15])[CH:16]=[C:17]([Cl:19])[CH:18]=1. (9) The product is: [C:3]([C@H:4]1[CH2:8][CH2:7][CH2:6][N:5]1[C:9]([O:11][C:12]([CH3:15])([CH3:14])[CH3:13])=[O:10])#[CH:2]. Given the reactants Br[C:2](Br)=[CH:3][C@H:4]1[CH2:8][CH2:7][CH2:6][N:5]1[C:9]([O:11][C:12]([CH3:15])([CH3:14])[CH3:13])=[O:10].C([Li])(CC)C.C1CCCCC1, predict the reaction product. (10) Given the reactants [NH2:1][C:2]1[CH:3]=[C:4]([C:8]2[CH:15]=[CH:14][C:11]([C:12]#[N:13])=[C:10]([Cl:16])[CH:9]=2)[CH:5]=[N:6][CH:7]=1.[F:17][C:18]([F:30])([F:29])[C:19]1[CH:24]=[CH:23][C:22]([S:25](Cl)(=[O:27])=[O:26])=[CH:21][CH:20]=1, predict the reaction product. The product is: [Cl:16][C:10]1[CH:9]=[C:8]([C:4]2[CH:3]=[C:2]([NH:1][S:25]([C:22]3[CH:21]=[CH:20][C:19]([C:18]([F:17])([F:29])[F:30])=[CH:24][CH:23]=3)(=[O:27])=[O:26])[CH:7]=[N:6][CH:5]=2)[CH:15]=[CH:14][C:11]=1[C:12]#[N:13].